Dataset: Full USPTO retrosynthesis dataset with 1.9M reactions from patents (1976-2016). Task: Predict the reactants needed to synthesize the given product. (1) Given the product [CH3:24][N:12]1[C:13]2[N:20]=[C:19]([CH3:21])[CH:18]=[C:17]([NH:22][CH3:23])[C:14]=2[C:15](=[O:16])[N:10]([CH2:9][CH2:8][CH2:7][CH2:6][C@H:5]([OH:4])[CH3:26])[C:11]1=[O:25], predict the reactants needed to synthesize it. The reactants are: C([O:4][C@H:5]([CH3:26])[CH2:6][CH2:7][CH2:8][CH2:9][N:10]1[C:15](=[O:16])[C:14]2[C:17]([NH:22][CH3:23])=[CH:18][C:19]([CH3:21])=[N:20][C:13]=2[N:12]([CH3:24])[C:11]1=[O:25])(=O)C.[OH-].[K+]. (2) Given the product [OH:25][C@H:20]1[CH2:21][CH2:22][CH2:23][CH2:24][C@@H:19]1[N:14]1[CH2:13][C:12]2[C:11]3[CH:26]=[CH:27][CH:28]=[CH:29][C:10]=3[C:9]([CH2:8][C:5]3[CH:6]=[N:7][C:2]([N:30]4[CH2:35][CH2:34][O:33][CH2:32][CH2:31]4)=[CH:3][CH:4]=3)=[CH:17][C:16]=2[C:15]1=[O:18], predict the reactants needed to synthesize it. The reactants are: Cl[C:2]1[N:7]=[CH:6][C:5]([CH2:8][C:9]2[C:10]3[CH:29]=[CH:28][CH:27]=[CH:26][C:11]=3[C:12]3[CH2:13][N:14]([C@H:19]4[CH2:24][CH2:23][CH2:22][CH2:21][C@@H:20]4[OH:25])[C:15](=[O:18])[C:16]=3[CH:17]=2)=[CH:4][CH:3]=1.[NH:30]1[CH2:35][CH2:34][O:33][CH2:32][CH2:31]1.CC(C)([O-])C.[Na+].C1C=CC(P(C2C=CC3C(=CC=CC=3)C=2C2C3C(=CC=CC=3)C=CC=2P(C2C=CC=CC=2)C2C=CC=CC=2)C2C=CC=CC=2)=CC=1.C(=O)(O)[O-].[Na+]. (3) Given the product [CH3:1][O:2][C:3]1[CH:29]=[CH:28][C:6]([CH2:7][N:8]2[C:12]3=[N:13][CH:14]=[CH:15][C:16]([O:17][C:18]4[CH:19]=[C:20]([Cl:26])[C:21]([NH2:25])=[CH:22][C:23]=4[F:24])=[C:11]3[C:10]([NH:30][CH:31]3[CH2:36][CH2:35][N:34]([CH3:37])[CH2:33][CH2:32]3)=[N:9]2)=[CH:5][CH:4]=1, predict the reactants needed to synthesize it. The reactants are: [CH3:1][O:2][C:3]1[CH:29]=[CH:28][C:6]([CH2:7][N:8]2[C:12]3=[N:13][CH:14]=[CH:15][C:16]([O:17][C:18]4[C:23]([F:24])=[CH:22][C:21]([NH2:25])=[C:20]([Cl:26])[CH:19]=4)=[C:11]3[C:10](I)=[N:9]2)=[CH:5][CH:4]=1.[NH2:30][CH:31]1[CH2:36][CH2:35][N:34]([CH3:37])[CH2:33][CH2:32]1.C([O-])([O-])=O.[K+].[K+].N1CCC[C@H]1C(O)=O. (4) Given the product [NH2:23][CH2:22][CH2:21][CH:20]([C:18]1[O:19][C:15]([C:14]#[C:13][CH:7]2[CH2:12][CH2:11][CH2:10][CH2:9][CH2:8]2)=[CH:16][CH:17]=1)[OH:24], predict the reactants needed to synthesize it. The reactants are: [H-].[H-].[H-].[H-].[Li+].[Al+3].[CH:7]1([C:13]#[C:14][C:15]2[O:19][C:18]([C:20](=[O:24])[CH2:21][C:22]#[N:23])=[CH:17][CH:16]=2)[CH2:12][CH2:11][CH2:10][CH2:9][CH2:8]1.